From a dataset of Catalyst prediction with 721,799 reactions and 888 catalyst types from USPTO. Predict which catalyst facilitates the given reaction. (1) Reactant: Cl.Cl.[NH2:3][CH2:4][C@@:5]1([OH:13])[CH:10]2[CH2:11][CH2:12][N:7]([CH2:8][CH2:9]2)[CH2:6]1.C([O-])([O-])=O.[Cs+].[Cs+].[N:20]([C:23]1[N:28]=[CH:27][N:26]=[C:25]([C:29]2[CH:30]=[N:31][C:32]([O:35][CH3:36])=[N:33][CH:34]=2)[CH:24]=1)=[C:21]=S.C(N=C=NC(C)C)(C)C. Product: [CH3:36][O:35][C:32]1[N:33]=[CH:34][C:29]([C:25]2[CH:24]=[C:23]([NH:20][C:21]3[O:13][C@:5]4([CH2:4][N:3]=3)[CH:10]3[CH2:9][CH2:8][N:7]([CH2:12][CH2:11]3)[CH2:6]4)[N:28]=[CH:27][N:26]=2)=[CH:30][N:31]=1. The catalyst class is: 9. (2) Reactant: [F:1][C:2]1[CH:10]=[CH:9][C:8]([CH2:11][C:12]2[C:21]3[C:16](=[CH:17][CH:18]=[CH:19][CH:20]=3)[C:15](=[O:22])[NH:14][N:13]=2)=[CH:7][C:3]=1[C:4](O)=[O:5].[O:23]1[CH2:28][CH2:27][N:26]([C:29](=[O:38])[CH2:30][O:31][CH:32]2[CH2:37][CH2:36][NH:35][CH2:34][CH2:33]2)[CH2:25][CH2:24]1.CCN(C(C)C)C(C)C. Product: [F:1][C:2]1[CH:10]=[CH:9][C:8]([CH2:11][C:12]2[C:21]3[C:16](=[CH:17][CH:18]=[CH:19][CH:20]=3)[C:15](=[O:22])[NH:14][N:13]=2)=[CH:7][C:3]=1[C:4]([N:35]1[CH2:34][CH2:33][CH:32]([O:31][CH2:30][C:29]([N:26]2[CH2:27][CH2:28][O:23][CH2:24][CH2:25]2)=[O:38])[CH2:37][CH2:36]1)=[O:5]. The catalyst class is: 3. (3) Reactant: [NH2:1][C@H:2]([C:4]([OH:6])=[O:5])[CH3:3].O.[C:8]1([S:14]([OH:17])(=[O:16])=[O:15])[CH:13]=[CH:12][CH:11]=[CH:10][CH:9]=1. Product: [C:8]1([S:14]([OH:17])(=[O:16])=[O:15])[CH:13]=[CH:12][CH:11]=[CH:10][CH:9]=1.[CH2:8]([O:5][C:4](=[O:6])[C@H:2]([CH3:3])[NH2:1])[CH3:9]. The catalyst class is: 8.